Dataset: Full USPTO retrosynthesis dataset with 1.9M reactions from patents (1976-2016). Task: Predict the reactants needed to synthesize the given product. (1) Given the product [Br:1][C:2]1[CH:11]=[CH:10][CH:9]=[C:8]2[C:3]=1[CH:4]=[CH:5][C:6]([O:14][CH3:15])=[C:7]2[CH2:12][OH:13], predict the reactants needed to synthesize it. The reactants are: [Br:1][C:2]1[CH:11]=[CH:10][CH:9]=[C:8]2[C:3]=1[CH:4]=[CH:5][C:6]([O:14][CH3:15])=[C:7]2[CH:12]=[O:13].CCO.[BH4-].[Na+]. (2) Given the product [CH:8]1([C:11]([C:33]2[C:32]3[C:36](=[C:28]([CH2:27][S:26][CH3:25])[CH:29]=[CH:30][CH:31]=3)[NH:35][CH:34]=2)([C:14]2[CH:19]=[CH:18][C:17]([C:20]([F:23])([F:22])[F:21])=[CH:16][C:15]=2[F:24])[CH3:12])[CH2:10][CH2:9]1, predict the reactants needed to synthesize it. The reactants are: FC(F)(F)C(O)=O.[CH:8]1([C:11]([C:14]2[CH:19]=[CH:18][C:17]([C:20]([F:23])([F:22])[F:21])=[CH:16][C:15]=2[F:24])(O)[CH3:12])[CH2:10][CH2:9]1.[CH3:25][S:26][CH2:27][C:28]1[CH:29]=[CH:30][CH:31]=[C:32]2[C:36]=1[NH:35][CH:34]=[CH:33]2. (3) Given the product [F:8][C:7]1[CH:6]=[CH:5][C:4]([NH:9][C:10]2[N:15]=[C:14]3[S:16][C:17]([NH:19][C:20]([CH:22]4[CH2:23][CH2:24]4)=[O:21])=[N:18][C:13]3=[CH:12][CH:11]=2)=[CH:3][C:2]=1[NH:1][C:26](=[O:27])[NH:25][C:28]1[CH:33]=[CH:32][C:31]([O:34][C:35]([F:36])([F:38])[F:37])=[CH:30][CH:29]=1, predict the reactants needed to synthesize it. The reactants are: [NH2:1][C:2]1[CH:3]=[C:4]([NH:9][C:10]2[N:15]=[C:14]3[S:16][C:17]([NH:19][C:20]([CH:22]4[CH2:24][CH2:23]4)=[O:21])=[N:18][C:13]3=[CH:12][CH:11]=2)[CH:5]=[CH:6][C:7]=1[F:8].[N:25]([C:28]1[CH:33]=[CH:32][C:31]([O:34][C:35]([F:38])([F:37])[F:36])=[CH:30][CH:29]=1)=[C:26]=[O:27]. (4) Given the product [CH3:48][C@@H:44]1[N:43]2[C:35]3[C:34]4[C:39](=[CH:40][C:31](/[CH:50]=[CH:49]/[S:51]([CH3:54])(=[O:53])=[O:52])=[CH:32][CH:33]=4)[N:38]=[CH:37][C:36]=3[N:41]=[C:42]2[CH2:47][O:46][CH2:45]1, predict the reactants needed to synthesize it. The reactants are: C1(C)C=CC=CC=1P(C1C=CC=CC=1C)C1C=CC=CC=1C.C(N(CC)CC)C.Br[C:31]1[CH:40]=[C:39]2[C:34]([C:35]3[N:43]4[C@@H:44]([CH3:48])[CH2:45][O:46][CH2:47][C:42]4=[N:41][C:36]=3[CH:37]=[N:38]2)=[CH:33][CH:32]=1.[CH:49]([S:51]([CH3:54])(=[O:53])=[O:52])=[CH2:50].C([O-])([O-])=O.[K+].[K+]. (5) Given the product [CH3:17][O:8][C:7](=[O:9])[C:6]1[CH:10]=[C:2]([NH2:1])[CH:3]=[CH:4][C:5]=1[Br:11], predict the reactants needed to synthesize it. The reactants are: [NH2:1][C:2]1[CH:3]=[CH:4][C:5]([Br:11])=[C:6]([CH:10]=1)[C:7]([OH:9])=[O:8].OS(O)(=O)=O.[CH3:17]O. (6) The reactants are: Br[C:2]1[CH:3]=[C:4]([CH:8]=[C:9]([N+:11]([O-:13])=[O:12])[CH:10]=1)[C:5]([OH:7])=[O:6].[NH:14]1[CH2:18][CH2:17][CH2:16][C:15]1=[O:19]. Given the product [N+:11]([C:9]1[CH:8]=[C:4]([CH:3]=[C:2]([N:14]2[CH2:18][CH2:17][CH2:16][C:15]2=[O:19])[CH:10]=1)[C:5]([OH:7])=[O:6])([O-:13])=[O:12], predict the reactants needed to synthesize it. (7) Given the product [OH:8][C:6]1[CH:5]=[CH:4][C:3]([S:9](=[O:10])(=[O:11])[NH:12][C:13]2[CH:14]=[CH:15][C:16]3[CH2:20][O:19][B:18]([OH:21])[C:17]=3[CH:22]=2)=[C:2]([NH:1][C:51](=[O:50])[C:47]2[CH:48]=[CH:53][CH:44]=[N:43][CH:46]=2)[CH:7]=1, predict the reactants needed to synthesize it. The reactants are: [NH2:1][C:2]1[CH:7]=[C:6]([OH:8])[CH:5]=[CH:4][C:3]=1[S:9]([NH:12][C:13]1[CH:14]=[CH:15][C:16]2[CH2:20][O:19][B:18]([OH:21])[C:17]=2[CH:22]=1)(=[O:11])=[O:10].[Cl-].OC1C=CC(S(=O)(=O)[NH:43][C:44]2C=[CH:46][C:47]3[CH2:51][O:50]B(O)[C:48]=3[CH:53]=2)=C(NC(=O)COC2C=CC=CC=2)C=1.